From a dataset of Reaction yield outcomes from USPTO patents with 853,638 reactions. Predict the reaction yield, written as a fraction of the theoretical maximum amount of product (1.0 means a 100% yield; for example, 0.34 means a 34% yield). The reactants are [Cl:1][C:2]1[CH:32]=[CH:31][C:5]([CH2:6][N:7]2[C:12]([NH:13][C:14]3[CH:19]=[CH:18][C:17]([O:20][CH:21]([CH3:23])[CH3:22])=[C:16]([F:24])[CH:15]=3)=[N:11][C:10](=[O:25])[N:9]([CH2:26][C:27]([OH:29])=O)[C:8]2=[O:30])=[CH:4][CH:3]=1.Cl.CN.O.O[N:38]1[C:42]2C=CC=CC=2N=N1.Cl.CN(C)CCCN=C=NCC.C(N(CC)CC)C. The catalyst is CN(C)C1C=CN=CC=1.O.CN(C=O)C. The product is [Cl:1][C:2]1[CH:3]=[CH:4][C:5]([CH2:6][N:7]2[C:12]([NH:13][C:14]3[CH:19]=[CH:18][C:17]([O:20][CH:21]([CH3:22])[CH3:23])=[C:16]([F:24])[CH:15]=3)=[N:11][C:10](=[O:25])[N:9]([CH2:26][C:27](=[O:29])[NH:38][CH3:42])[C:8]2=[O:30])=[CH:31][CH:32]=1. The yield is 0.890.